From a dataset of Reaction yield outcomes from USPTO patents with 853,638 reactions. Predict the reaction yield, written as a fraction of the theoretical maximum amount of product (1.0 means a 100% yield; for example, 0.34 means a 34% yield). (1) The catalyst is C(Cl)Cl. The product is [CH:59]1([O:58][C:24]2[CH:25]=[C:26]([C@@:29]([NH:51][S@:52]([C:54]([CH3:56])([CH3:55])[CH3:57])=[O:53])([C:37]3[CH:42]=[C:41]([O:43][C:44]([F:48])([F:49])[CH:45]([F:46])[F:47])[CH:40]=[C:39]([F:50])[CH:38]=3)[CH2:30][C:31]3[CH:36]=[CH:35][CH:34]=[CH:33][CH:32]=3)[CH:27]=[CH:28][C:23]=2[F:22])[CH2:1][CH2:60]1. The reactants are [CH2:1]([Zn]CC)C.CCCCCC.FC(F)(F)C(O)=O.ICI.[F:22][C:23]1[CH:28]=[CH:27][C:26]([C@@:29]([NH:51][S@:52]([C:54]([CH3:57])([CH3:56])[CH3:55])=[O:53])([C:37]2[CH:42]=[C:41]([O:43][C:44]([F:49])([F:48])[CH:45]([F:47])[F:46])[CH:40]=[C:39]([F:50])[CH:38]=2)[CH2:30][C:31]2[CH:36]=[CH:35][CH:34]=[CH:33][CH:32]=2)=[CH:25][C:24]=1[O:58][CH:59]=[CH2:60]. The yield is 0.710. (2) The product is [C:42]([O:31][C:30]1[C:25]([C:24](=[O:34])[NH:23][C@H:12]2[CH2:11][CH2:10][CH2:9][C@H:8]([CH2:1][C:2]3[CH:3]=[CH:4][CH:5]=[CH:6][CH:7]=3)[C@@H:16]([CH2:17][CH2:18][CH2:19][CH3:20])[C@H:15]([CH3:21])[O:14][C:13]2=[O:22])=[N:26][CH:27]=[CH:28][C:29]=1[O:32][CH3:33])(=[O:44])[CH3:43]. The catalyst is CN(C1C=CN=CC=1)C.C(Cl)Cl. The reactants are [CH2:1]([C@@H:8]1[C@@H:16]([CH2:17][CH2:18][CH2:19][CH3:20])[C@H:15]([CH3:21])[O:14][C:13](=[O:22])[C@@H:12]([NH:23][C:24](=[O:34])[C:25]2[C:30]([OH:31])=[C:29]([O:32][CH3:33])[CH:28]=[CH:27][N:26]=2)[CH2:11][CH2:10][CH2:9]1)[C:2]1[CH:7]=[CH:6][CH:5]=[CH:4][CH:3]=1.CCN(CC)CC.[C:42](Cl)(=[O:44])[CH3:43]. The yield is 0.930.